Dataset: Reaction yield outcomes from USPTO patents with 853,638 reactions. Task: Predict the reaction yield, written as a fraction of the theoretical maximum amount of product (1.0 means a 100% yield; for example, 0.34 means a 34% yield). (1) The reactants are [NH2:1][C:2]1[C:10]([C:11]#[C:12][C:13]2[CH:18]=[CH:17][CH:16]=[C:15]([NH:19][C:20]([C:22]3[O:23][CH:24]=[CH:25][C:26]=3[CH3:27])=[O:21])[CH:14]=2)=[CH:9][C:5]([C:6](O)=[O:7])=[CH:4][N:3]=1.CCN=C=NCCCN(C)C.[CH3:39][S:40]([C:43]1[CH:48]=[CH:47][C:46]([CH2:49][CH2:50][C:51]([O:53][CH3:54])=[O:52])=[CH:45][CH:44]=1)(=[NH:42])=[O:41]. The catalyst is CN(C=O)C.CN(C1C=CN=CC=1)C.CCOC(C)=O. The product is [NH2:1][C:2]1[N:3]=[CH:4][C:5]([C:6]([N:42]=[S:40]([C:43]2[CH:44]=[CH:45][C:46]([CH2:49][CH2:50][C:51]([O:53][CH3:54])=[O:52])=[CH:47][CH:48]=2)([CH3:39])=[O:41])=[O:7])=[CH:9][C:10]=1[C:11]#[C:12][C:13]1[CH:18]=[CH:17][CH:16]=[C:15]([NH:19][C:20]([C:22]2[O:23][CH:24]=[CH:25][C:26]=2[CH3:27])=[O:21])[CH:14]=1. The yield is 0.370. (2) The reactants are O=P(Cl)(Cl)Cl.[F:6][C:7]1[CH:12]=[CH:11][C:10]([OH:13])=[C:9]([C@H:14]2[CH2:18][CH2:17][CH2:16][N:15]2[C:19]2[CH:24]=[CH:23][N:22]3[N:25]=[CH:26][CH:27]=[C:21]3[N:20]=2)[CH:8]=1.[OH-:28].[Na+].Cl.[CH2:31](Cl)Cl. The catalyst is CN(C=O)C. The product is [F:6][C:7]1[CH:12]=[CH:11][C:10]([OH:13])=[C:9]([C@H:14]2[CH2:18][CH2:17][CH2:16][N:15]2[C:19]2[CH:24]=[CH:23][N:22]3[N:25]=[CH:26][C:27]([CH:31]=[O:28])=[C:21]3[N:20]=2)[CH:8]=1. The yield is 0.800. (3) The yield is 0.860. The catalyst is C(Cl)Cl. The reactants are C1(N)CC1.[S:5]1[C:9]2[CH:10]=[CH:11][CH:12]=[CH:13][C:8]=2[N:7]=[C:6]1[O:14][C:15]1[CH:20]=[CH:19][C:18]([CH2:21][CH:22]=O)=[CH:17][CH:16]=1.C(O)(=O)C.[BH-](OC(C)=O)(OC(C)=O)OC(C)=O.[Na+].C(=O)C.S1C2C=CC=CC=2N=C1OC1C=CC([CH2:61][CH2:62][NH:63][CH:64]2[CH2:66][CH2:65]2)=CC=1. The product is [S:5]1[C:9]2[CH:10]=[CH:11][CH:12]=[CH:13][C:8]=2[N:7]=[C:6]1[O:14][C:15]1[CH:20]=[CH:19][C:18]([CH2:21][CH2:22][N:63]([CH:64]2[CH2:66][CH2:65]2)[CH2:62][CH3:61])=[CH:17][CH:16]=1. (4) The reactants are [C:1]([C:3]1[N:8]=[C:7]([C:9]2[CH:14]=[CH:13][CH:12]=[C:11]([C:15]([O:17][CH2:18][CH2:19][Si:20]([CH3:23])([CH3:22])[CH3:21])=[O:16])[N:10]=2)[CH:6]=[CH:5][CH:4]=1)#[N:2]. The catalyst is CO.FC(F)(F)C(O)=O.[Pd]. The product is [NH2:2][CH2:1][C:3]1[N:8]=[C:7]([C:9]2[CH:14]=[CH:13][CH:12]=[C:11]([C:15]([O:17][CH2:18][CH2:19][Si:20]([CH3:23])([CH3:22])[CH3:21])=[O:16])[N:10]=2)[CH:6]=[CH:5][CH:4]=1. The yield is 0.980. (5) The reactants are [F:1][C:2]([F:29])([F:28])[C:3]1[CH:4]=[C:5]([CH:25]=[CH:26][CH:27]=1)[CH2:6][CH:7]1[S:11][C:10](=[N:12][C:13]2[CH:23]=[CH:22][C:16]([C:17]([O:19]CC)=[O:18])=[CH:15][CH:14]=2)[NH:9][C:8]1=[O:24].Cl. The catalyst is O1CCOCC1.O.[Li+].[OH-]. The product is [F:29][C:2]([F:1])([F:28])[C:3]1[CH:4]=[C:5]([CH:25]=[CH:26][CH:27]=1)[CH2:6][CH:7]1[S:11][C:10](=[N:12][C:13]2[CH:23]=[CH:22][C:16]([C:17]([OH:19])=[O:18])=[CH:15][CH:14]=2)[NH:9][C:8]1=[O:24]. The yield is 0.990. (6) The reactants are Br[CH:2]([C:14]1[CH:19]=[CH:18][CH:17]=[CH:16][CH:15]=1)[C:3]([O:5][C@H:6]([C:8]1[CH:13]=[CH:12][CH:11]=[CH:10][CH:9]=1)[CH3:7])=[O:4].C(N(CC)CC)C.[C:27]1([C:33]2([OH:39])[CH2:38][CH2:37][NH:36][CH2:35][CH2:34]2)[CH:32]=[CH:31][CH:30]=[CH:29][CH:28]=1. The catalyst is C1COCC1.[I-].C([N+](CCCC)(CCCC)CCCC)CCC.C(OCC)(=O)C. The product is [OH:39][C:33]1([C:27]2[CH:32]=[CH:31][CH:30]=[CH:29][CH:28]=2)[CH2:38][CH2:37][N:36]([C@H:2]([C:14]2[CH:19]=[CH:18][CH:17]=[CH:16][CH:15]=2)[C:3]([O:5][C@H:6]([C:8]2[CH:13]=[CH:12][CH:11]=[CH:10][CH:9]=2)[CH3:7])=[O:4])[CH2:35][CH2:34]1. The yield is 0.270. (7) The reactants are [CH2:1]([O:3][C:4](=[O:18])[C:5]1[C:10]([N+:11]([O-:13])=[O:12])=[CH:9][CH:8]=[C:7]([CH3:14])[C:6]=1[N+:15]([O-:17])=[O:16])[CH3:2].CO[CH:21]([N:24]([CH3:26])[CH3:25])OC. The catalyst is CN(C=O)C. The product is [CH2:1]([O:3][C:4](=[O:18])[C:5]1[C:10]([N+:11]([O-:13])=[O:12])=[CH:9][CH:8]=[C:7]([CH:14]=[CH:21][N:24]([CH3:26])[CH3:25])[C:6]=1[N+:15]([O-:17])=[O:16])[CH3:2]. The yield is 0.580. (8) The reactants are Cl[C:2]1[C:11]2[C:6](=[CH:7][C:8]([O:14][CH2:15][CH2:16][CH2:17][N:18]3[CH2:23][CH2:22][O:21][CH2:20][CH2:19]3)=[C:9]([O:12][CH3:13])[CH:10]=2)[N:5]=[CH:4][N:3]=1.[OH:24][C:25]1[CH:33]=[C:32]2[C:28]([CH:29]=[C:30]([CH3:34])[NH:31]2)=[CH:27][CH:26]=1. No catalyst specified. The product is [CH3:13][O:12][C:9]1[CH:10]=[C:11]2[C:6](=[CH:7][C:8]=1[O:14][CH2:15][CH2:16][CH2:17][N:18]1[CH2:23][CH2:22][O:21][CH2:20][CH2:19]1)[N:5]=[CH:4][N:3]=[C:2]2[O:24][C:25]1[CH:33]=[C:32]2[C:28]([CH:29]=[C:30]([CH3:34])[NH:31]2)=[CH:27][CH:26]=1. The yield is 0.730.